Dataset: Forward reaction prediction with 1.9M reactions from USPTO patents (1976-2016). Task: Predict the product of the given reaction. (1) Given the reactants C([O:4][CH2:5][C:6]1[C:11]([N:12]2[CH2:24][CH2:23][N:15]3[C:16]4[CH2:17][CH2:18][CH2:19][CH2:20][C:21]=4[CH:22]=[C:14]3[C:13]2=[O:25])=[CH:10][C:9]([F:26])=[CH:8][C:7]=1[C:27]1[CH:32]=[C:31]([NH:33][C:34]2[CH:39]=[CH:38][C:37]([N:40]3[CH2:45][CH2:44][N:43]([CH3:46])[C@H:42]([CH3:47])[CH2:41]3)=[CH:36][N:35]=2)[C:30](=[O:48])[N:29]([CH3:49])[CH:28]=1)(=O)C.O[Li].O, predict the reaction product. The product is: [CH3:47][C@H:42]1[N:43]([CH3:46])[CH2:44][CH2:45][N:40]([C:37]2[CH:38]=[CH:39][C:34]([NH:33][C:31]3[C:30](=[O:48])[N:29]([CH3:49])[CH:28]=[C:27]([C:7]4[C:6]([CH2:5][OH:4])=[C:11]([N:12]5[CH2:24][CH2:23][N:15]6[C:16]7[CH2:17][CH2:18][CH2:19][CH2:20][C:21]=7[CH:22]=[C:14]6[C:13]5=[O:25])[CH:10]=[C:9]([F:26])[CH:8]=4)[CH:32]=3)=[N:35][CH:36]=2)[CH2:41]1. (2) Given the reactants [F:1][C:2]1[CH:18]=[CH:17][CH:16]=[C:15]([F:19])[C:3]=1/[CH:4]=[CH:5]/[C:6]1[CH:14]=[CH:13][C:9]([N:10](C)[CH3:11])=[CH:8][CH:7]=1.N#CBr, predict the reaction product. The product is: [F:1][C:2]1[CH:18]=[CH:17][CH:16]=[C:15]([F:19])[C:3]=1/[CH:4]=[CH:5]/[C:6]1[CH:14]=[CH:13][C:9]([NH:10][CH3:11])=[CH:8][CH:7]=1. (3) Given the reactants Br[C:2]1[CH:3]=[C:4]([O:11][CH3:12])[C:5]([N+:8]([O-:10])=[O:9])=[N:6][CH:7]=1.[C:13]([O:17][CH2:18][CH3:19])(=[O:16])[CH:14]=[CH2:15].C(P(C(C)(C)C)C1C=CC=CC=1C1C=CC=CC=1)(C)(C)C.[Cl-].[NH4+], predict the reaction product. The product is: [CH2:18]([O:17][C:13](=[O:16])/[CH:14]=[CH:15]/[C:2]1[CH:7]=[N:6][C:5]([N+:8]([O-:10])=[O:9])=[C:4]([O:11][CH3:12])[CH:3]=1)[CH3:19].